This data is from CYP2C19 inhibition data for predicting drug metabolism from PubChem BioAssay. The task is: Regression/Classification. Given a drug SMILES string, predict its absorption, distribution, metabolism, or excretion properties. Task type varies by dataset: regression for continuous measurements (e.g., permeability, clearance, half-life) or binary classification for categorical outcomes (e.g., BBB penetration, CYP inhibition). Dataset: cyp2c19_veith. (1) The compound is Cc1noc(C)c1-c1cncnc1NCc1ccccc1. The result is 0 (non-inhibitor). (2) The compound is CC1(C)Oc2ccc(NC(=O)c3ccco3)cc2O1. The result is 1 (inhibitor). (3) The result is 1 (inhibitor). The molecule is CC(C)(C)c1ccc(C(=O)c2c[nH]c(C(=O)NCCCn3ccnc3)c2)cc1. (4) The drug is C[C@@H](C(=O)Nc1ccc2ccccc2c1)[C@@H]1C[C@@]1(C)[C@@H](NS(=O)(=O)c1ccccc1)c1ccccc1. The result is 0 (non-inhibitor). (5) The compound is C[C@@H](C(=O)Nc1ccc2ccccc2c1)[C@H]1C[C@]1(C)[C@H](NC(=O)OCc1ccccc1)c1ccccc1. The result is 1 (inhibitor). (6) The molecule is CC(C)CCCCC(=O)N[C@@H](CCN)C(=O)N[C@@H](C(=O)N[C@@H](CCN)C(=O)N[C@H]1CCNC(=O)[C@@H]([C@H](C)O)NC(=O)[C@@H](CCN)NC(=O)[C@@H](CCN)NC(=O)[C@@H](C(C)C)CNC(=O)[C@@H](CC(C)C)NC(=O)[C@@H](CCN)NC1=O)[C@H](C)O. The result is 0 (non-inhibitor). (7) The molecule is Oc1ccc(/C=C\c2cc(O)cc(O)c2)cc1. The result is 0 (non-inhibitor). (8) The compound is COc1ncc2nc(-c3cccs3)c(=O)n(CCC#N)c2n1. The result is 0 (non-inhibitor). (9) The molecule is Oc1[nH]c2ccccc2c1/C=N/c1nccs1. The result is 1 (inhibitor). (10) The compound is O=c1c(CCc2ccccc2)nc2cncnc2n1-c1ccccc1. The result is 1 (inhibitor).